Predict the reaction yield, written as a fraction of the theoretical maximum amount of product (1.0 means a 100% yield; for example, 0.34 means a 34% yield). From a dataset of Reaction yield outcomes from USPTO patents with 853,638 reactions. (1) The reactants are Br[C:2]1[CH:7]=[C:6]([Cl:8])[CH:5]=[CH:4][C:3]=1[C:9](=[O:11])[CH3:10].C(N(CCCC)CCCC)CCC.[C:25]([O:29][C:30]([CH3:33])([CH3:32])[CH3:31])(=[O:28])[CH:26]=[CH2:27]. The catalyst is CN(C=O)C.[Pd].CC([O-])=O.CC([O-])=O.[Pd+2]. The product is [C:9]([C:3]1[CH:4]=[CH:5][C:6]([Cl:8])=[CH:7][C:2]=1/[CH:27]=[CH:26]/[C:25]([O:29][C:30]([CH3:33])([CH3:32])[CH3:31])=[O:28])(=[O:11])[CH3:10]. The yield is 0.630. (2) The reactants are [F:1][C:2]([F:19])([F:18])[C:3]1[N:8]=[CH:7][C:6]([CH2:9][O:10][C:11]2[CH:16]=[CH:15][NH:14][C:13](=[O:17])[CH:12]=2)=[CH:5][CH:4]=1.Br[C:21]1[CH:22]=[CH:23][C:24]2[C:25]3[CH2:34][N:33]([C:35]([O:37][C:38]([CH3:41])([CH3:40])[CH3:39])=[O:36])[CH2:32][CH2:31][C:26]=3[N:27]([CH3:30])[C:28]=2[CH:29]=1. No catalyst specified. The product is [CH3:30][N:27]1[C:28]2[CH:29]=[C:21]([N:14]3[CH:15]=[CH:16][C:11]([O:10][CH2:9][C:6]4[CH:7]=[N:8][C:3]([C:2]([F:1])([F:18])[F:19])=[CH:4][CH:5]=4)=[CH:12][C:13]3=[O:17])[CH:22]=[CH:23][C:24]=2[C:25]2[CH2:34][N:33]([C:35]([O:37][C:38]([CH3:41])([CH3:40])[CH3:39])=[O:36])[CH2:32][CH2:31][C:26]1=2. The yield is 0.400.